Task: Regression. Given two drug SMILES strings and cell line genomic features, predict the synergy score measuring deviation from expected non-interaction effect.. Dataset: Merck oncology drug combination screen with 23,052 pairs across 39 cell lines (1) Drug 1: CN1C(=O)C=CC2(C)C3CCC4(C)C(NC(=O)OCC(F)(F)F)CCC4C3CCC12. Drug 2: C=CCn1c(=O)c2cnc(Nc3ccc(N4CCN(C)CC4)cc3)nc2n1-c1cccc(C(C)(C)O)n1. Cell line: HCT116. Synergy scores: synergy=-7.04. (2) Drug 1: CN(Cc1cnc2nc(N)nc(N)c2n1)c1ccc(C(=O)NC(CCC(=O)O)C(=O)O)cc1. Drug 2: CS(=O)(=O)CCNCc1ccc(-c2ccc3ncnc(Nc4ccc(OCc5cccc(F)c5)c(Cl)c4)c3c2)o1. Cell line: SW620. Synergy scores: synergy=5.02. (3) Drug 1: CC(=O)OC1C(=O)C2(C)C(O)CC3OCC3(OC(C)=O)C2C(OC(=O)c2ccccc2)C2(O)CC(OC(=O)C(O)C(NC(=O)c3ccccc3)c3ccccc3)C(C)=C1C2(C)C. Drug 2: C#Cc1cccc(Nc2ncnc3cc(OCCOC)c(OCCOC)cc23)c1. Cell line: COLO320DM. Synergy scores: synergy=15.8. (4) Drug 1: CN(C)C(=N)N=C(N)N. Drug 2: O=C(NOCC(O)CO)c1ccc(F)c(F)c1Nc1ccc(I)cc1F. Cell line: HCT116. Synergy scores: synergy=-8.55.